This data is from Full USPTO retrosynthesis dataset with 1.9M reactions from patents (1976-2016). The task is: Predict the reactants needed to synthesize the given product. (1) Given the product [NH2:1][C:2]1[N:7]=[CH:6][C:5]([C:8]2[CH:9]=[CH:10][C:11]([C:12](=[O:13])[N:30]([CH2:29][CH2:28][O:27][CH3:26])[CH3:31])=[CH:15][CH:16]=2)=[CH:4][C:3]=1[C:17]([NH:18][C:19]1[CH:20]=[CH:21][N:22]=[CH:23][CH:24]=1)=[O:25], predict the reactants needed to synthesize it. The reactants are: [NH2:1][C:2]1[N:7]=[CH:6][C:5]([C:8]2[CH:16]=[CH:15][C:11]([C:12](O)=[O:13])=[CH:10][CH:9]=2)=[CH:4][C:3]=1[C:17](=[O:25])[NH:18][C:19]1[CH:24]=[CH:23][N:22]=[CH:21][CH:20]=1.[CH3:26][O:27][CH2:28][CH2:29][NH:30][CH3:31].CN(C(ON1N=NC2C=CC=NC1=2)=[N+](C)C)C.F[P-](F)(F)(F)(F)F.CN1CCOCC1. (2) The reactants are: [Cl:1][C:2]1[CH:10]=[C:9]2[C:5]([C:6]([CH2:19][CH:20]([CH3:22])[CH3:21])=[CH:7][N:8]2[C:11]2[S:12][CH:13]=[C:14]([C:16]([NH2:18])=O)[N:15]=2)=[CH:4][CH:3]=1. Given the product [Cl:1][C:2]1[CH:10]=[C:9]2[C:5]([C:6]([CH2:19][CH:20]([CH3:22])[CH3:21])=[CH:7][N:8]2[C:11]2[S:12][CH:13]=[C:14]([C:16]#[N:18])[N:15]=2)=[CH:4][CH:3]=1, predict the reactants needed to synthesize it. (3) Given the product [Cl:5][C:6]1[C:7]([CH3:27])=[C:8]([C:16]([N:18]2[CH2:19][C:20]3[C:25](=[CH:24][CH:23]=[CH:22][CH:21]=3)[CH2:26]2)=[O:17])[C:9]([OH:14])=[CH:10][C:11]=1[OH:12], predict the reactants needed to synthesize it. The reactants are: B(Br)(Br)Br.[Cl:5][C:6]1[C:7]([CH3:27])=[C:8]([C:16]([N:18]2[CH2:26][C:25]3[C:20](=[CH:21][CH:22]=[CH:23][CH:24]=3)[CH2:19]2)=[O:17])[C:9]([O:14]C)=[CH:10][C:11]=1[O:12]C.C([O-])([O-])=O.[Na+].[Na+].CCOC(C)=O. (4) The reactants are: [CH2:1]([NH:7][C:8](=[O:33])[NH:9][C:10]1[CH:15]=[CH:14][C:13]([S:16]([NH:19][C:20]2[CH:25]=[CH:24][C:23]([N:26]3[CH2:31][CH2:30][C:29](=O)[CH2:28][CH2:27]3)=[CH:22][CH:21]=2)(=[O:18])=[O:17])=[CH:12][CH:11]=1)[CH2:2][CH2:3][CH2:4][CH2:5][CH3:6].C([O:41][C:42]1[CH:47]=[CH:46][C:45]([C@@H:48]([OH:51])[CH2:49][NH2:50])=[CH:44][C:43]=1[NH:52][S:53]([CH3:56])(=[O:55])=[O:54])C1C=CC=CC=1. Given the product [CH2:1]([NH:7][C:8]([NH:9][C:10]1[CH:11]=[CH:12][C:13]([S:16]([NH:19][C:20]2[CH:21]=[CH:22][C:23]([N:26]3[CH2:27][CH2:28][CH:29]([NH:50][CH2:49][C@H:48]([OH:51])[C:45]4[CH:46]=[CH:47][C:42]([OH:41])=[C:43]([NH:52][S:53]([CH3:56])(=[O:55])=[O:54])[CH:44]=4)[CH2:30][CH2:31]3)=[CH:24][CH:25]=2)(=[O:17])=[O:18])=[CH:14][CH:15]=1)=[O:33])[CH2:2][CH2:3][CH2:4][CH2:5][CH3:6], predict the reactants needed to synthesize it. (5) Given the product [Br:50][C:49]1[C:44]([NH:43][C:53]2[C:54]([CH3:69])=[C:55]([CH:66]=[CH:67][CH:68]=2)[C:56]([NH:58][CH:59]2[CH2:64][CH2:63][N:62]([CH3:65])[CH2:61][CH2:60]2)=[O:57])=[N:45][CH:46]=[C:47]([CH3:51])[CH:48]=1, predict the reactants needed to synthesize it. The reactants are: C1(P(C2C=CC=CC=2)C2C3OC4C(=CC=CC=4P(C4C=CC=CC=4)C4C=CC=CC=4)C(C)(C)C=3C=CC=2)C=CC=CC=1.[NH2:43][C:44]1[C:49]([Br:50])=[CH:48][C:47]([CH3:51])=[CH:46][N:45]=1.I[C:53]1[C:54]([CH3:69])=[C:55]([CH:66]=[CH:67][CH:68]=1)[C:56]([NH:58][CH:59]1[CH2:64][CH2:63][N:62]([CH3:65])[CH2:61][CH2:60]1)=[O:57].C(=O)([O-])[O-].[Cs+].[Cs+]. (6) Given the product [N:1]1([CH2:9][C:10]([OH:12])=[O:11])[CH:5]=[CH:4][N:3]=[CH:2]1, predict the reactants needed to synthesize it. The reactants are: [NH:1]1[CH:5]=[CH:4][N:3]=[CH:2]1.[H-].[Na+].Br[CH2:9][C:10]([OH:12])=[O:11].Cl. (7) Given the product [Br:13][C:10]1[CH:11]=[CH:12][C:7]2[O:6][C:5]3[CH:14]=[CH:15][C:2]([C:31]4[CH:32]=[CH:33][C:34]5[N:22]([C:16]6[CH:21]=[CH:20][CH:19]=[CH:18][CH:17]=6)[C:23]6[C:28]([C:29]=5[CH:30]=4)=[CH:27][CH:26]=[CH:25][CH:24]=6)=[CH:3][C:4]=3[C:8]=2[CH:9]=1, predict the reactants needed to synthesize it. The reactants are: Br[C:2]1[CH:15]=[CH:14][C:5]2[O:6][C:7]3[CH:12]=[CH:11][C:10]([Br:13])=[CH:9][C:8]=3[C:4]=2[CH:3]=1.[C:16]1([N:22]2[C:34]3[CH:33]=[CH:32][C:31](B(O)O)=[CH:30][C:29]=3[C:28]3[C:23]2=[CH:24][CH:25]=[CH:26][CH:27]=3)[CH:21]=[CH:20][CH:19]=[CH:18][CH:17]=1.C(=O)([O-])[O-].[K+].[K+].